Dataset: Ames mutagenicity test results for genotoxicity prediction. Task: Regression/Classification. Given a drug SMILES string, predict its toxicity properties. Task type varies by dataset: regression for continuous values (e.g., LD50, hERG inhibition percentage) or binary classification for toxic/non-toxic outcomes (e.g., AMES mutagenicity, cardiotoxicity, hepatotoxicity). Dataset: ames. (1) The molecule is O=C(N/N=C/c1ccc([N+](=O)[O-])o1)c1ccc(O)cc1. The result is 1 (mutagenic). (2) The compound is Oc1ccc(O)cc1. The result is 0 (non-mutagenic). (3) The drug is c1ccc2[nH]c(-c3cscn3)nc2c1. The result is 1 (mutagenic). (4) The molecule is C1CSCN1. The result is 1 (mutagenic). (5) The molecule is O=[N+]([O-])c1ccc2c3c(cccc13)-c1ccccc1-2. The result is 1 (mutagenic). (6) The drug is CC(C)CN. The result is 0 (non-mutagenic). (7) The drug is Nc1cc(Cl)c(-c2cc(Cl)c(N)cc2Cl)cc1Cl. The result is 1 (mutagenic).